Dataset: Reaction yield outcomes from USPTO patents with 853,638 reactions. Task: Predict the reaction yield, written as a fraction of the theoretical maximum amount of product (1.0 means a 100% yield; for example, 0.34 means a 34% yield). (1) The reactants are [CH2:1]([O:3][C:4](=[O:13])/[CH:5]=[CH:6]/[C:7]1[CH:11]=[CH:10][S:9][C:8]=1[Br:12])[CH3:2]. The catalyst is C(O)C. The product is [CH2:1]([O:3][C:4](=[O:13])[CH2:5][CH2:6][C:7]1[CH:11]=[CH:10][S:9][C:8]=1[Br:12])[CH3:2]. The yield is 0.850. (2) The reactants are [CH3:1][O:2][CH2:3][C:4]1[C:8]([C:9](O)=[O:10])=[C:7]([CH3:12])[N:6]([C:13]2[CH:18]=[CH:17][CH:16]=[C:15]([C:19]([F:22])([F:21])[F:20])[CH:14]=2)[N:5]=1.[N:23]1([CH:28]2[CH2:33][CH2:32][NH:31][CH2:30][CH2:29]2)[CH2:27][CH2:26][CH2:25][CH2:24]1. No catalyst specified. The product is [CH3:1][O:2][CH2:3][C:4]1[C:8]([C:9]([N:31]2[CH2:32][CH2:33][CH:28]([N:23]3[CH2:27][CH2:26][CH2:25][CH2:24]3)[CH2:29][CH2:30]2)=[O:10])=[C:7]([CH3:12])[N:6]([C:13]2[CH:18]=[CH:17][CH:16]=[C:15]([C:19]([F:21])([F:20])[F:22])[CH:14]=2)[N:5]=1. The yield is 0.940. (3) The reactants are [CH3:1][C:2]1[N:3]([CH2:19][C:20]([O:22][CH3:23])=[O:21])[C:4]2[C:9]([C:10]=1[CH2:11][C:12]1[CH:17]=[CH:16][C:15](=[O:18])[NH:14][CH:13]=1)=[CH:8][CH:7]=[CH:6][CH:5]=2.C(=O)([O-])[O-].[K+].[K+].[F:30][C:31]1[CH:38]=[C:37]([F:39])[CH:36]=[CH:35][C:32]=1[CH2:33]Br. The catalyst is CN(C=O)C. The product is [F:30][C:31]1[CH:38]=[C:37]([F:39])[CH:36]=[CH:35][C:32]=1[CH2:33][N:14]1[C:15](=[O:18])[CH:16]=[CH:17][C:12]([CH2:11][C:10]2[C:9]3[C:4](=[CH:5][CH:6]=[CH:7][CH:8]=3)[N:3]([CH2:19][C:20]([O:22][CH3:23])=[O:21])[C:2]=2[CH3:1])=[CH:13]1. The yield is 0.730. (4) The reactants are [CH3:1][O:2][C:3]1[CH:8]=[CH:7][CH:6]=[CH:5][C:4]=1[OH:9].F[C:11]1[CH:16]=[C:15]([F:17])[CH:14]=[CH:13][C:12]=1[N+:18]([O-:20])=[O:19].[F:21][C:22]1[CH:28]=[CH:27][C:25]([NH2:26])=[C:24]([O:29][C:30]2[CH:35]=[CH:34][CH:33]=[CH:32][C:31]=2[O:36][CH3:37])[CH:23]=1.[NH2:38][C:39]1[S:40][CH:41]=[CH:42][N:43]=1. No catalyst specified. The product is [F:17][C:15]1[CH:14]=[CH:13][C:12]([N+:18]([O-:20])=[O:19])=[C:11]([O:9][C:4]2[CH:5]=[CH:6][CH:7]=[CH:8][C:3]=2[O:2][CH3:1])[CH:16]=1.[F:21][C:22]1[CH:28]=[CH:27][C:25]([NH:26][C:4]([NH:38][C:39]2[S:40][CH:41]=[CH:42][N:43]=2)=[O:9])=[C:24]([O:29][C:30]2[CH:35]=[CH:34][CH:33]=[CH:32][C:31]=2[O:36][CH3:37])[CH:23]=1. The yield is 0.916. (5) The product is [O:1]=[C:2]1[C:7]2[CH:8]=[CH:9][CH:10]=[CH:11][C:6]=2[S:5][C:4]([C:12]2[N:17]=[C:16]([CH2:18][CH2:19][CH2:20][CH2:21][C:22]([OH:24])=[O:23])[CH:15]=[CH:14][CH:13]=2)=[N:3]1. The yield is 0.550. The catalyst is CN(C)C=O. The reactants are [O:1]=[C:2]1[C:7]2[CH:8]=[CH:9][CH:10]=[CH:11][C:6]=2[S:5][C:4]([C:12]2[N:17]=[C:16]([CH2:18][CH2:19][CH2:20][CH2:21][C:22]([O:24]CC[Si](C)(C)C)=[O:23])[CH:15]=[CH:14][CH:13]=2)=[N:3]1.[F-].C([N+](CCCC)(CCCC)CCCC)CCC.O1CCCC1. (6) The reactants are [NH2:1][CH2:2][CH2:3][CH2:4][OH:5].C(=O)([O-])[O-].[K+].[K+].[CH2:12]([O:19][C:20](Cl)=[O:21])[C:13]1[CH:18]=[CH:17][CH:16]=[CH:15][CH:14]=1. The catalyst is O.O1CCCC1. The product is [OH:5][CH2:4][CH2:3][CH2:2][NH:1][C:20](=[O:21])[O:19][CH2:12][C:13]1[CH:18]=[CH:17][CH:16]=[CH:15][CH:14]=1. The yield is 0.520.